This data is from Full USPTO retrosynthesis dataset with 1.9M reactions from patents (1976-2016). The task is: Predict the reactants needed to synthesize the given product. Given the product [Br-:1].[O:13]=[C:5]1[C:6]2[C:11](=[CH:10][CH:9]=[CH:8][CH:7]=2)[CH:12]=[C:3]([CH2:2][P+:20]([C:21]2[CH:22]=[CH:23][CH:24]=[CH:25][CH:26]=2)([C:27]2[CH:32]=[CH:31][CH:30]=[CH:29][CH:28]=2)[C:17]2[CH:16]=[CH:15][CH:14]=[CH:19][CH:18]=2)[NH:4]1, predict the reactants needed to synthesize it. The reactants are: [Br:1][CH2:2][C:3]1[NH:4][C:5](=[O:13])[C:6]2[C:11]([CH:12]=1)=[CH:10][CH:9]=[CH:8][CH:7]=2.[CH:14]1[CH:19]=[CH:18][C:17]([P:20]([C:27]2[CH:32]=[CH:31][CH:30]=[CH:29][CH:28]=2)[C:21]2[CH:26]=[CH:25][CH:24]=[CH:23][CH:22]=2)=[CH:16][CH:15]=1.